This data is from Forward reaction prediction with 1.9M reactions from USPTO patents (1976-2016). The task is: Predict the product of the given reaction. (1) Given the reactants [CH3:1][C:2]1[N:10]=[C:9]([CH3:11])[CH:8]=[C:7]([C:12]2[CH:17]=[CH:16][C:15]([C:18]([F:21])([F:20])[F:19])=[CH:14][CH:13]=2)[C:3]=1[C:4](O)=[O:5].S(Cl)(Cl)=O.[N:26]1[CH:31]=[CH:30][CH:29]=[CH:28][C:27]=1[CH2:32][C:33]([N:35]1[C:43]2[C:38](=[CH:39][C:40]([NH2:44])=[CH:41][CH:42]=2)[CH2:37][CH2:36]1)=[O:34].C(N(CC)CC)C, predict the reaction product. The product is: [CH3:1][C:2]1[N:10]=[C:9]([CH3:11])[CH:8]=[C:7]([C:12]2[CH:13]=[CH:14][C:15]([C:18]([F:21])([F:19])[F:20])=[CH:16][CH:17]=2)[C:3]=1[C:4]([NH:44][C:40]1[CH:39]=[C:38]2[C:43](=[CH:42][CH:41]=1)[N:35]([C:33](=[O:34])[CH2:32][C:27]1[CH:28]=[CH:29][CH:30]=[CH:31][N:26]=1)[CH2:36][CH2:37]2)=[O:5]. (2) Given the reactants [N+:1]([C:4]1[CH:5]=[N:6][C:7]([N:10]2[CH:16]3[CH2:17][N:13]([CH2:14][CH2:15]3)[CH2:12][CH2:11]2)=[N:8][CH:9]=1)([O-])=O, predict the reaction product. The product is: [N:13]12[CH2:17][CH:16]([CH2:15][CH2:14]1)[N:10]([C:7]1[N:8]=[CH:9][C:4]([NH2:1])=[CH:5][N:6]=1)[CH2:11][CH2:12]2. (3) Given the reactants [CH3:1][O:2][C:3]1[CH:4]=[C:5]([CH2:9][CH2:10][CH2:11][C:12]([O:14][CH2:15][CH3:16])=[O:13])[CH:6]=[CH:7][CH:8]=1.[C:17]1([CH2:23][CH2:24][CH2:25]I)[CH:22]=[CH:21][CH:20]=[CH:19][CH:18]=1, predict the reaction product. The product is: [CH3:1][O:2][C:3]1[CH:4]=[C:5]([CH2:9][CH2:10][CH:11]([CH2:25][CH2:24][CH2:23][C:17]2[CH:22]=[CH:21][CH:20]=[CH:19][CH:18]=2)[C:12]([O:14][CH2:15][CH3:16])=[O:13])[CH:6]=[CH:7][CH:8]=1. (4) Given the reactants Cl[C:2]1[CH:3]=[CH:4][C:5]2[N:6]([C:8]([C:11]3[CH:16]=[CH:15][N:14]=[C:13]([O:17][CH3:18])[CH:12]=3)=[CH:9][N:10]=2)[CH:7]=1.CC(C)([O-])C.[Na+].[NH2:25][CH:26]1[CH2:31][CH2:30][CH2:29][CH2:28][CH:27]1[OH:32], predict the reaction product. The product is: [CH3:18][O:17][C:13]1[CH:12]=[C:11]([C:8]2[N:6]3[CH:7]=[C:2]([NH:25][CH:26]4[CH2:31][CH2:30][CH2:29][CH2:28][CH:27]4[OH:32])[CH:3]=[CH:4][C:5]3=[N:10][CH:9]=2)[CH:16]=[CH:15][N:14]=1. (5) Given the reactants [CH3:1][O:2][C:3]1[CH:4]=[C:5]([CH:22]=[CH:23][C:24]=1[N+:25]([O-])=O)[C:6]([NH:8][C:9]1[CH:14]=[CH:13][C:12]([NH:15][S:16]([CH3:19])(=[O:18])=[O:17])=[C:11]([O:20][CH3:21])[CH:10]=1)=[O:7].[CH3:28][S:29](Cl)(=[O:31])=[O:30].Cl, predict the reaction product. The product is: [CH3:28][S:29]([NH:25][C:24]1[CH:23]=[CH:22][C:5]([C:6]([NH:8][C:9]2[CH:14]=[CH:13][C:12]([NH:15][S:16]([CH3:19])(=[O:18])=[O:17])=[C:11]([O:20][CH3:21])[CH:10]=2)=[O:7])=[CH:4][C:3]=1[O:2][CH3:1])(=[O:31])=[O:30]. (6) Given the reactants [CH:1]1([C:4]2[C:5]([NH:23][S:24]([CH3:27])(=[O:26])=[O:25])=[CH:6][C:7]3[O:11][C:10]([C:12]4[CH:17]=[CH:16][C:15]([F:18])=[CH:14][CH:13]=4)=[C:9]([C:19]([OH:21])=O)[C:8]=3[CH:22]=2)[CH2:3][CH2:2]1.[CH3:28][N:29](C(ON1N=NC2C=CC=NC1=2)=[N+](C)C)C.F[P-](F)(F)(F)(F)F.C(N(CC)CC)C.CN, predict the reaction product. The product is: [CH:1]1([C:4]2[C:5]([NH:23][S:24]([CH3:27])(=[O:26])=[O:25])=[CH:6][C:7]3[O:11][C:10]([C:12]4[CH:13]=[CH:14][C:15]([F:18])=[CH:16][CH:17]=4)=[C:9]([C:19]([NH:29][CH3:28])=[O:21])[C:8]=3[CH:22]=2)[CH2:3][CH2:2]1. (7) Given the reactants Cl[C:2]1[N:7]=[C:6]([CH:8]([CH:11]2[N:15]([CH2:16][CH3:17])[C:14]3[CH:18]=[CH:19][CH:20]=[CH:21][C:13]=3[NH:12]2)[C:9]#[N:10])[CH:5]=[C:4]([CH3:22])[N:3]=1.[CH:23]1([NH2:28])[CH2:27][CH2:26][CH2:25][CH2:24]1, predict the reaction product. The product is: [CH:23]1([NH:28][C:2]2[N:7]=[C:6]([CH:8]([C:11]3[N:15]([CH2:16][CH3:17])[C:14]4[CH:18]=[CH:19][CH:20]=[CH:21][C:13]=4[N:12]=3)[C:9]#[N:10])[CH:5]=[C:4]([CH3:22])[N:3]=2)[CH2:27][CH2:26][CH2:25][CH2:24]1.